From a dataset of Reaction yield outcomes from USPTO patents with 853,638 reactions. Predict the reaction yield, written as a fraction of the theoretical maximum amount of product (1.0 means a 100% yield; for example, 0.34 means a 34% yield). (1) The yield is 0.720. The product is [CH3:11][C:10]([C:12]1[CH:17]=[CH:16][CH:15]=[CH:14][CH:13]=1)([CH2:30]/[CH:31]=[CH:32]/[CH2:33][C:2]([CH3:7])([CH3:3])[CH3:1])[C:9]([O:8][CH2:1][C:2]1[CH:3]=[CH:4][CH:5]=[CH:6][CH:7]=1)=[O:18]. No catalyst specified. The reactants are [CH2:1]([O:8][C:9](=[O:18])[CH:10]([C:12]1[CH:17]=[CH:16][CH:15]=[CH:14][CH:13]=1)[CH3:11])[C:2]1[CH:7]=[CH:6][CH:5]=[CH:4][CH:3]=1.C[Si](C)(C)[N-][Si](C)(C)C.[Li+].O1[CH2:33][CH2:32][CH2:31][CH2:30]1. (2) The catalyst is O.C(OCC)(=O)C. The reactants are [Cl-].O[NH3+:3].[C:4](=[O:7])([O-])[OH:5].[Na+].CS(C)=O.[CH2:13]([C:20]1[C:25](=[O:26])[N:24]([CH2:27][C:28]2[CH:33]=[CH:32][C:31]([C:34]3[C:35]([C:40]#[N:41])=[CH:36][CH:37]=[CH:38][CH:39]=3)=[CH:30][CH:29]=2)[C:23]([CH2:42][CH2:43][CH3:44])=[N:22][C:21]=1[CH3:45])[C:14]1[CH:19]=[CH:18][CH:17]=[CH:16][CH:15]=1. The yield is 0.560. The product is [CH2:13]([C:20]1[C:25](=[O:26])[N:24]([CH2:27][C:28]2[CH:33]=[CH:32][C:31]([C:34]3[CH:39]=[CH:38][CH:37]=[CH:36][C:35]=3[C:40]3[NH:3][C:4](=[O:7])[O:5][N:41]=3)=[CH:30][CH:29]=2)[C:23]([CH2:42][CH2:43][CH3:44])=[N:22][C:21]=1[CH3:45])[C:14]1[CH:15]=[CH:16][CH:17]=[CH:18][CH:19]=1.